Dataset: Reaction yield outcomes from USPTO patents with 853,638 reactions. Task: Predict the reaction yield, written as a fraction of the theoretical maximum amount of product (1.0 means a 100% yield; for example, 0.34 means a 34% yield). (1) The yield is 0.680. The reactants are C([O:8][CH2:9][CH:10]1[O:24][C:14]2=[C:15]3[C:20](=[CH:21][CH:22]=[C:13]2[O:12][CH2:11]1)[N:19]=[C:18]([CH3:23])[CH:17]=[CH:16]3)C1C=CC=CC=1. The product is [CH3:23][C:18]1[CH:17]=[CH:16][C:15]2[C:20](=[CH:21][CH:22]=[C:13]3[O:12][CH2:11][CH:10]([CH2:9][OH:8])[O:24][C:14]3=2)[N:19]=1. The catalyst is C(Cl)Cl. (2) The reactants are [O:1]=[C:2]1[O:6][CH2:5][CH:4]([CH2:7][C:8]([O:10][C:11]([CH3:14])([CH3:13])[CH3:12])=[O:9])[CH2:3]1.[C:15]1([SH:21])[CH:20]=[CH:19][CH:18]=[CH:17][CH:16]=1.C(O)(=O)C. The catalyst is CN(C)C=O.C1COCC1.O. The product is [C:11]([O:10][C:8](=[O:9])[CH2:7][CH:4]([CH2:5][S:21][C:15]1[CH:20]=[CH:19][CH:18]=[CH:17][CH:16]=1)[CH2:3][C:2]([OH:6])=[O:1])([CH3:14])([CH3:13])[CH3:12]. The yield is 0.350. (3) The reactants are Cl.Cl.[NH2:3][CH:4]([C:6]1[O:7][C:8](=[O:21])[C:9]2[C:14]([C:15]=1[C:16]1[CH:17]=[N:18][NH:19][CH:20]=1)=[CH:13][CH:12]=[CH:11][CH:10]=2)[CH3:5].[Cl:22][C:23]1[C:24]2[S:31][CH:30]=[CH:29][C:25]=2[N:26]=[CH:27][N:28]=1. The catalyst is CC(O)(C)C. The product is [ClH:22].[NH:18]1[CH:17]=[C:16]([C:15]2[C:14]3[C:9](=[CH:10][CH:11]=[CH:12][CH:13]=3)[C:8](=[O:21])[O:7][C:6]=2[CH:4]([NH:3][C:23]2[C:24]3[S:31][CH:30]=[CH:29][C:25]=3[N:26]=[CH:27][N:28]=2)[CH3:5])[CH:20]=[N:19]1. The yield is 0.298. (4) The reactants are [CH:1]1([CH2:4][O:5][C:6]2[N:11]=[C:10]([C:12]([OH:14])=O)[CH:9]=[CH:8][C:7]=2[C:15]2([F:19])[CH2:18][O:17][CH2:16]2)[CH2:3][CH2:2]1.[NH2:20][C:21]1([CH2:25][C:26]([O:28][CH3:29])=[O:27])[CH2:24][S:23][CH2:22]1.CCN(C(C)C)C(C)C. No catalyst specified. The product is [CH:1]1([CH2:4][O:5][C:6]2[N:11]=[C:10]([C:12]([NH:20][C:21]3([CH2:25][C:26]([O:28][CH3:29])=[O:27])[CH2:24][S:23][CH2:22]3)=[O:14])[CH:9]=[CH:8][C:7]=2[C:15]2([F:19])[CH2:18][O:17][CH2:16]2)[CH2:2][CH2:3]1. The yield is 0.130. (5) The reactants are [NH2:1][C:2]1[CH:7]=[C:6]([C:8]([CH3:11])([CH3:10])[CH3:9])[CH:5]=[CH:4][C:3]=1[NH:12][C:13](=O)[CH2:14][CH2:15][CH:16]1[CH2:19][CH:18]([N:20]([CH2:24][C@@H:25]2[C@@H:32]3[C@@H:28]([O:29][C:30]([CH3:34])([CH3:33])[O:31]3)[C@H:27]([N:35]3[C:39]4[N:40]=[CH:41][N:42]=[C:43]([NH:44][CH2:45][C:46]5[CH:51]=[CH:50][C:49]([O:52][CH3:53])=[CH:48][C:47]=5[O:54][CH3:55])[C:38]=4[CH:37]=[CH:36]3)[O:26]2)[CH:21]([CH3:23])[CH3:22])[CH2:17]1. The catalyst is CC(O)=O. The product is [C:8]([C:6]1[CH:5]=[CH:4][C:3]2[NH:12][C:13]([CH2:14][CH2:15][CH:16]3[CH2:17][CH:18]([N:20]([CH2:24][C@@H:25]4[C@H:32]5[O:31][C:30]([CH3:33])([CH3:34])[O:29][C@H:28]5[C@H:27]([N:35]5[C:39]6[N:40]=[CH:41][N:42]=[C:43]([NH:44][CH2:45][C:46]7[CH:51]=[CH:50][C:49]([O:52][CH3:53])=[CH:48][C:47]=7[O:54][CH3:55])[C:38]=6[CH:37]=[CH:36]5)[O:26]4)[CH:21]([CH3:22])[CH3:23])[CH2:19]3)=[N:1][C:2]=2[CH:7]=1)([CH3:9])([CH3:11])[CH3:10]. The yield is 0.730.